Dataset: Forward reaction prediction with 1.9M reactions from USPTO patents (1976-2016). Task: Predict the product of the given reaction. (1) Given the reactants [CH2:1]([O:8][C:9]1[CH:16]=[CH:15][C:12]([CH:13]=O)=[CH:11][CH:10]=1)[C:2]1[CH:7]=[CH:6][CH:5]=[CH:4][CH:3]=1.[NH2:17][C:18]1[C:23]([NH2:24])=[C:22]([CH:25]2[CH2:30][CH2:29][N:28]([C:31]([O:33][C:34]([CH3:37])([CH3:36])[CH3:35])=[O:32])[CH2:27][CH2:26]2)[CH:21]=[CH:20][N:19]=1.C(OI(C1C=CC=CC=1)OC(=O)C)(=O)C, predict the reaction product. The product is: [CH2:1]([O:8][C:9]1[CH:16]=[CH:15][C:12]([C:13]2[NH:17][C:18]3=[N:19][CH:20]=[CH:21][C:22]([CH:25]4[CH2:30][CH2:29][N:28]([C:31]([O:33][C:34]([CH3:36])([CH3:35])[CH3:37])=[O:32])[CH2:27][CH2:26]4)=[C:23]3[N:24]=2)=[CH:11][CH:10]=1)[C:2]1[CH:7]=[CH:6][CH:5]=[CH:4][CH:3]=1. (2) Given the reactants C(N1[CH:7]=[C:6]([C:8]2[CH:20]=[C:19]([C:21](O)=O)[C:18]3[C:17]4[C:12](=[CH:13][CH:14]=[CH:15][CH:16]=4)[C:11]([OH:28])([C:24]([F:27])([F:26])[F:25])[C:10]=3[CH:9]=2)[CH:5]=[N:4]1)C.Cl.CN(C)[CH2:32][CH2:33]CN=C=NCC.[OH2:41].O[N:43]1C2C=CC=CC=2N=N1.[Cl-].[NH4+:53], predict the reaction product. The product is: [CH2:32]([N:53]1[CH:7]=[C:6]([C:8]2[CH:20]=[C:19]([C:21]([NH2:43])=[O:41])[C:18]3[C:17]4[C:12](=[CH:13][CH:14]=[CH:15][CH:16]=4)[C:11]([OH:28])([C:24]([F:25])([F:27])[F:26])[C:10]=3[CH:9]=2)[CH:5]=[N:4]1)[CH3:33]. (3) Given the reactants CC1C=CC(S(O[CH2:12][C:13]2([OH:27])[C:23]3[C:24]4[N:15]([C:16](=[O:26])[CH:17]=[N:18][C:19]=4[CH:20]=[CH:21][C:22]=3[F:25])[CH2:14]2)(=O)=O)=CC=1.[O:28]1[C:37]2[CH:36]=[C:35]([CH2:38][N:39]([CH:47]3[CH2:52][CH2:51][NH:50][CH2:49][CH2:48]3)[C:40](=[O:46])[O:41][C:42]([CH3:45])([CH3:44])[CH3:43])[N:34]=[CH:33][C:32]=2[O:31][CH2:30][CH2:29]1.C(=O)([O-])[O-].[Na+].[Na+], predict the reaction product. The product is: [O:28]1[C:37]2[CH:36]=[C:35]([CH2:38][N:39]([CH:47]3[CH2:52][CH2:51][N:50]([CH2:12][C:13]4([OH:27])[C:23]5[C:24]6[N:15]([C:16](=[O:26])[CH:17]=[N:18][C:19]=6[CH:20]=[CH:21][C:22]=5[F:25])[CH2:14]4)[CH2:49][CH2:48]3)[C:40](=[O:46])[O:41][C:42]([CH3:45])([CH3:44])[CH3:43])[N:34]=[CH:33][C:32]=2[O:31][CH2:30][CH2:29]1.